This data is from Catalyst prediction with 721,799 reactions and 888 catalyst types from USPTO. The task is: Predict which catalyst facilitates the given reaction. (1) The catalyst class is: 11. Reactant: [CH3:1][C:2]1[N:7]=[C:6]([CH:8]=O)[CH:5]=[CH:4][CH:3]=1.[C:10]([CH:15]=P(C1C=CC=CC=1)(C1C=CC=CC=1)C1C=CC=CC=1)([O:12][CH2:13][CH3:14])=[O:11]. Product: [CH2:13]([O:12][C:10](=[O:11])[CH:15]=[CH:8][C:6]1[CH:5]=[CH:4][CH:3]=[C:2]([CH3:1])[N:7]=1)[CH3:14]. (2) The catalyst class is: 36. Product: [Cl:1][C:2]1[CH:7]=[CH:6][CH:5]=[CH:4][C:3]=1[NH:8][C:9]1[O:10][C:11]2[C:17]([F:18])=[C:16]([CH2:19][C:20]([OH:22])=[O:21])[CH:15]=[CH:14][C:12]=2[N:13]=1. Reactant: [Cl:1][C:2]1[CH:7]=[CH:6][CH:5]=[CH:4][C:3]=1[NH:8][C:9]1[O:10][C:11]2[C:17]([F:18])=[C:16]([CH2:19][C:20]([O:22]C)=[O:21])[CH:15]=[CH:14][C:12]=2[N:13]=1.[OH-].[Na+].